This data is from Experimentally validated miRNA-target interactions with 360,000+ pairs, plus equal number of negative samples. The task is: Binary Classification. Given a miRNA mature sequence and a target amino acid sequence, predict their likelihood of interaction. (1) The miRNA is hsa-miR-6833-3p with sequence UUUCUCUCUCCACUUCCUCAG. The protein sequence of the target gene is MANSMNGRNPGGRGGNPRKGRILGIIDAIQDAVGPPKQAAADRRTVEKTWKLMDKVVRLCQNPKLQLKNSPPYILDILPDTYQHLRLILSKYDDNQKLAQLSENEYFKIYIDSLMKKSKRAIRLFKEGKERMYEEQSQDRRNLTKLSLIFSHMLAEIKAIFPNGQFQGDNFRITKADAAEFWRKFFGDKTIVPWKVFRQCLHEVHQISSGLEAMALKSTIDLTCNDYISVFEFDIFTRLFQPWGSILRNWNFLAVTHPGYMAFLTYDEVKARLQKYSTKPGSYIFRLSCTRLGQWAIGYV.... Result: 1 (interaction). (2) The miRNA is hsa-miR-3184-3p with sequence AAAGUCUCGCUCUCUGCCCCUCA. The protein sequence of the target gene is MTGFWVLCFVLFPSSLSYPESWMPLVNLTHHILRDTNSSLFSNCWVCLSTQTQRSLAVPAPLSIWTDTPMKLHLTYSVRPFSGSFSISDIERRLRLFRPLTASYSFHNPDRRAIAFLQLVSSTGIFRIITRITSVIYPHKDRFFESAQRPLWGPLFTETVLRSQAPLCISRFFKVSAYATFVGNLSASLCNYTMHISPSTSHENLDLSTTHTFKQAMKRPDAKWKNPLRFSGPPSLIFSKPAYYPCPTDIKHCHTSPATPWMHCPQAPFGTCYNLTLFEPDNSTHPVTMSVNPTHFKVKL.... Result: 0 (no interaction).